Task: Predict the reactants needed to synthesize the given product.. Dataset: Full USPTO retrosynthesis dataset with 1.9M reactions from patents (1976-2016) (1) Given the product [CH3:27][C:2]([CH3:26])([CH3:1])[C:3]#[C:4][C:5]1[S:9][C:8]([C:10]([O:12][CH3:13])=[O:11])=[C:7]([N:14]([C:41]([C@H:38]2[CH2:39][CH2:40][C@H:35]([CH3:34])[CH2:36][CH2:37]2)=[O:42])[C@@H:15]([C:18]([N:20]2[CH2:21][CH2:22][O:23][CH2:24][CH2:25]2)=[O:19])[CH2:16][CH3:17])[CH:6]=1, predict the reactants needed to synthesize it. The reactants are: [CH3:1][C:2]([CH3:27])([CH3:26])[C:3]#[C:4][C:5]1[S:9][C:8]([C:10]([O:12][CH3:13])=[O:11])=[C:7]([NH:14][C@@H:15]([C:18]([N:20]2[CH2:25][CH2:24][O:23][CH2:22][CH2:21]2)=[O:19])[CH2:16][CH3:17])[CH:6]=1.N1C=CC=CC=1.[CH3:34][C@H:35]1[CH2:40][CH2:39][C@H:38]([C:41](Cl)=[O:42])[CH2:37][CH2:36]1. (2) Given the product [C:22]([O:11][CH:7]1[C:8]2[C:4](=[CH:3][C:2]([Cl:1])=[CH:10][CH:9]=2)[CH2:5][CH:6]1[S:12]([CH3:15])(=[O:14])=[O:13])(=[O:24])[CH3:23], predict the reactants needed to synthesize it. The reactants are: [Cl:1][C:2]1[CH:3]=[C:4]2[C:8](=[CH:9][CH:10]=1)[CH:7]([OH:11])[CH:6]([S:12]([CH3:15])(=[O:14])=[O:13])[CH2:5]2.N1C=CC=CC=1.[C:22](OC(=O)C)(=[O:24])[CH3:23]. (3) Given the product [CH3:20][N:19]([CH3:21])[CH2:18][C:12]1([C:9]2[CH:10]=[CH:11][C:6]([O:5][CH2:4][CH2:3][CH2:2][N:26]3[CH2:27][CH2:28][N:23]([CH3:22])[CH2:24][CH2:25]3)=[CH:7][CH:8]=2)[CH2:17][CH2:16][O:15][CH2:14][CH2:13]1, predict the reactants needed to synthesize it. The reactants are: Cl[CH2:2][CH2:3][CH2:4][O:5][C:6]1[CH:11]=[CH:10][C:9]([C:12]2([CH2:18][N:19]([CH3:21])[CH3:20])[CH2:17][CH2:16][O:15][CH2:14][CH2:13]2)=[CH:8][CH:7]=1.[CH3:22][N:23]1[CH2:28][CH2:27][NH:26][CH2:25][CH2:24]1.C(=O)(O)[O-].[Na+].[I-].[K+]. (4) Given the product [CH:25]1(/[CH:23]=[CH:24]/[C:2]2[CH:14]=[CH:13][C:5]([C:6]([O:8][C:9]([CH3:12])([CH3:11])[CH3:10])=[O:7])=[C:4]([NH:15][C:16]3[CH:21]=[CH:20][C:19]([F:22])=[CH:18][CH:17]=3)[CH:3]=2)[CH2:30][CH2:29][CH2:28][CH2:27][CH2:26]1, predict the reactants needed to synthesize it. The reactants are: Br[C:2]1[CH:14]=[CH:13][C:5]([C:6]([O:8][C:9]([CH3:12])([CH3:11])[CH3:10])=[O:7])=[C:4]([NH:15][C:16]2[CH:21]=[CH:20][C:19]([F:22])=[CH:18][CH:17]=2)[CH:3]=1.[CH:23]([CH:25]1[CH2:30][CH2:29][CH2:28][CH2:27][CH2:26]1)=[CH2:24].C(=O)([O-])[O-].[Cs+].[Cs+]. (5) Given the product [OH:31][CH2:32][C:33]1[C:34]([N:48]2[CH2:60][CH2:59][N:51]3[C:52]4[CH2:53][CH2:54][CH2:55][CH2:56][C:57]=4[CH:58]=[C:50]3[C:49]2=[O:61])=[N:35][CH:36]=[CH:37][C:38]=1[C:2]1[CH:3]=[C:4]([NH:11][C:12]2[CH:17]=[CH:16][C:15]([N:18]3[CH2:23][CH2:22][N:21]([CH:24]4[CH2:25][O:26][CH2:27]4)[CH2:20][CH2:19]3)=[CH:14][N:13]=2)[C:5]2[N:9]=[CH:8][NH:7][C:6]=2[CH:10]=1, predict the reactants needed to synthesize it. The reactants are: Cl[C:2]1[CH:3]=[C:4]([NH:11][C:12]2[CH:17]=[CH:16][C:15]([N:18]3[CH2:23][CH2:22][N:21]([CH:24]4[CH2:27][O:26][CH2:25]4)[CH2:20][CH2:19]3)=[CH:14][N:13]=2)[C:5]2[N:9]=[CH:8][NH:7][C:6]=2[CH:10]=1.C([O:31][CH2:32][C:33]1[C:34]([N:48]2[CH2:60][CH2:59][N:51]3[C:52]4[CH2:53][CH2:54][CH2:55][CH2:56][C:57]=4[CH:58]=[C:50]3[C:49]2=[O:61])=[N:35][CH:36]=[CH:37][C:38]=1B1OC(C)(C)C(C)(C)O1)(=O)C.C(=O)([O-])[O-].[K+].[K+].C1(P(C2CCCCC2)C2CCCCC2)CCCCC1. (6) Given the product [CH3:33][C:32]1[CH:31]=[CH:30][C:29]([S:34](=[O:36])(=[O:35])[NH2:37])=[CH:28][C:27]=1[NH:26][C:12]([C:11]1[CH:10]=[N:9][N:8]2[C:3]([CH:2]([F:1])[F:25])=[CH:4][C:5]([C:15]3[CH:20]=[CH:19][C:18]([C:21]([F:22])([F:23])[F:24])=[CH:17][CH:16]=3)=[N:6][C:7]=12)=[O:14], predict the reactants needed to synthesize it. The reactants are: [F:1][CH:2]([F:25])[C:3]1[N:8]2[N:9]=[CH:10][C:11]([C:12]([OH:14])=O)=[C:7]2[N:6]=[C:5]([C:15]2[CH:20]=[CH:19][C:18]([C:21]([F:24])([F:23])[F:22])=[CH:17][CH:16]=2)[CH:4]=1.[NH2:26][C:27]1[CH:28]=[C:29]([S:34]([NH2:37])(=[O:36])=[O:35])[CH:30]=[CH:31][C:32]=1[CH3:33].